Task: Predict the product of the given reaction.. Dataset: Forward reaction prediction with 1.9M reactions from USPTO patents (1976-2016) (1) Given the reactants [CH3:1][C:2]1[N:3]([C:18](=[O:23])[CH2:19][CH:20]([CH3:22])[CH3:21])[C:4]2[C:9]([C:10]=1[C:11]([O:13]C(C)(C)C)=[O:12])=[CH:8][CH:7]=[CH:6][CH:5]=2.FC(F)(F)C(O)=O, predict the reaction product. The product is: [CH3:1][C:2]1[N:3]([C:18](=[O:23])[CH2:19][CH:20]([CH3:21])[CH3:22])[C:4]2[C:9]([C:10]=1[C:11]([OH:13])=[O:12])=[CH:8][CH:7]=[CH:6][CH:5]=2. (2) Given the reactants [CH2:1]([O:8][C:9]1[C:14](=[O:15])[CH:13]=[C:12]([CH3:16])[NH:11][C:10]=1C(O)=O)[C:2]1[CH:7]=[CH:6][CH:5]=[CH:4][CH:3]=1, predict the reaction product. The product is: [CH2:1]([O:8][C:9]1[C:14](=[O:15])[CH:13]=[C:12]([CH3:16])[NH:11][CH:10]=1)[C:2]1[CH:3]=[CH:4][CH:5]=[CH:6][CH:7]=1.